Dataset: Forward reaction prediction with 1.9M reactions from USPTO patents (1976-2016). Task: Predict the product of the given reaction. (1) Given the reactants C([C:3]1[CH:7]=[C:6]2[C:8]([C:45]3[CH:50]=[CH:49][CH:48]=[CH:47][CH:46]=3)=[C:9]3[N:13]=[C:12]([C:14]([C:39]4[CH:44]=[CH:43][CH:42]=[CH:41][CH:40]=4)=[C:15]4[NH:19][C:18](=[C:20]([C:33]5[CH:38]=[CH:37][CH:36]=[CH:35][CH:34]=5)[C:21]5[CH:22]=[CH:23][C:24](=[C:26]([C:27]6[CH:32]=[CH:31][CH:30]=[CH:29][CH:28]=6)[C:4]=1[NH:5]2)[N:25]=5)[CH:17]=[CH:16]4)[CH:11]=[CH:10]3)=[O:2].[Si]([C:55]([F:58])([F:57])[F:56])(C)(C)C.CCCC[N+](CCCC)(CCCC)CCCC.[F-].Cl.C([O-])(=O)C.[Na+], predict the reaction product. The product is: [F:56][C:55]([F:58])([F:57])[OH:2].[CH:48]1[CH:49]=[CH:50][C:45]([C:8]2[C:6]3[NH:5][C:4]([C:26]([C:27]4[CH:28]=[CH:29][CH:30]=[CH:31][CH:32]=4)=[C:24]4[CH:23]=[CH:22][C:21](=[C:20]([C:33]5[CH:38]=[CH:37][CH:36]=[CH:35][CH:34]=5)[C:18]5[CH:17]=[CH:16][C:15](=[C:14]([C:39]6[CH:40]=[CH:41][CH:42]=[CH:43][CH:44]=6)[C:12]6[CH:11]=[CH:10][C:9]=2[N:13]=6)[N:19]=5)[NH:25]4)=[CH:3][CH:7]=3)=[CH:46][CH:47]=1. (2) Given the reactants C([C@H]1[O:9][C@:8]([CH2:11][NH:12]C(=O)OC)([CH3:10])[C:7](=[O:17])[O:6]1)(C)(C)C.[ClH:18], predict the reaction product. The product is: [ClH:18].[NH2:12][CH2:11][C@@:8]([OH:9])([CH3:10])[C:7]([OH:17])=[O:6]. (3) Given the reactants Br[C:2]1[CH:3]=[C:4]([C@:8]2([CH2:19][F:20])[CH2:13][C@@H:12]([C:14]([F:17])([F:16])[F:15])[O:11][C:10]([NH2:18])=[N:9]2)[CH:5]=[CH:6][CH:7]=1.[N-:21]=[N+]=[N-].[Na+].C(O)[C@H](O)[C@H]1OC(=O)C(O)=C1[O-].[Na+].CP(C)C.O1CCCC1, predict the reaction product. The product is: [NH2:21][C:2]1[CH:3]=[C:4]([C@:8]2([CH2:19][F:20])[CH2:13][C@@H:12]([C:14]([F:17])([F:16])[F:15])[O:11][C:10]([NH2:18])=[N:9]2)[CH:5]=[CH:6][CH:7]=1. (4) The product is: [CH3:25][N:26]1[CH:30]=[C:29]([S:31]([N:22]2[CH2:21][CH2:20][CH:19]([C:10]3[C:9]4[C:13](=[C:14]([C:16]([NH2:18])=[O:17])[CH:15]=[C:7]([C:1]5[CH:2]=[CH:3][CH:4]=[CH:5][CH:6]=5)[CH:8]=4)[NH:12][CH:11]=3)[CH2:24][CH2:23]2)(=[O:33])=[O:32])[N:28]=[C:27]1[CH3:35]. Given the reactants [C:1]1([C:7]2[CH:8]=[C:9]3[C:13](=[C:14]([C:16]([NH2:18])=[O:17])[CH:15]=2)[NH:12][CH:11]=[C:10]3[C:19]2[CH2:20][CH2:21][NH:22][CH2:23][CH:24]=2)[CH:6]=[CH:5][CH:4]=[CH:3][CH:2]=1.[CH3:25][N:26]1[CH:30]=[C:29]([S:31](Cl)(=[O:33])=[O:32])[N:28]=[C:27]1[CH3:35].C(N(CC)CC)C, predict the reaction product. (5) Given the reactants C(#N)C.Cl.Cl.[NH2:6][C:7]([C:11]1([C:14]([OH:16])=O)[CH2:13][CH2:12]1)([CH3:10])[CH2:8][NH2:9].C[Si](C)(C)N[Si](C)(C)C, predict the reaction product. The product is: [NH2:6][C:7]1([CH3:10])[C:11]2([CH2:13][CH2:12]2)[C:14](=[O:16])[NH:9][CH2:8]1. (6) Given the reactants [NH:1]1[CH2:12][CH2:11][NH:10][CH2:9][CH2:8][NH:7][CH2:6][CH2:5][NH:4][CH2:3][CH2:2]1.Cl.Cl[C:15]([O:17][CH2:18][C:19]1[CH:24]=[CH:23][CH:22]=[CH:21][CH:20]=1)=[O:16].[OH-:25].[Na+], predict the reaction product. The product is: [CH2:18]([O:17][C:15]([N:1]1[CH2:12][CH2:11][NH:10][CH2:9][CH2:8][N:7]([C:15]([O:17][CH2:18][C:19]2[CH:24]=[CH:23][CH:22]=[CH:21][CH:20]=2)=[O:25])[CH2:6][CH2:5][NH:4][CH2:3][CH2:2]1)=[O:16])[C:19]1[CH:24]=[CH:23][CH:22]=[CH:21][CH:20]=1. (7) Given the reactants [C:1]([O:5][C:6]([N:8]1[CH2:11][CH:10]([N:12]2[CH2:17][CH2:16][NH:15][C:14](=[O:18])[CH2:13]2)[CH2:9]1)=[O:7])([CH3:4])([CH3:3])[CH3:2].Br[C:20]1[N:25]=[CH:24][CH:23]=[CH:22][N:21]=1.N1C2C(=CC=C3C=2N=CC=C3)C=CC=1.[O-]P([O-])([O-])=O.[K+].[K+].[K+], predict the reaction product. The product is: [C:1]([O:5][C:6]([N:8]1[CH2:11][CH:10]([N:12]2[CH2:17][CH2:16][N:15]([C:20]3[N:25]=[CH:24][CH:23]=[CH:22][N:21]=3)[C:14](=[O:18])[CH2:13]2)[CH2:9]1)=[O:7])([CH3:4])([CH3:2])[CH3:3]. (8) Given the reactants [NH2:1][C:2]1[CH:3]=[CH:4][C:5]2[N:11]([CH3:12])[C:10](=[O:13])[O:9][CH2:8][CH2:7][C:6]=2[CH:14]=1.Cl[C:16]1[N:21]=[C:20]([NH:22][C:23]2[CH:31]=[CH:30][CH:29]=[C:28]3[C:24]=2[CH:25]=[N:26][NH:27]3)[C:19]([Cl:32])=[CH:18][N:17]=1, predict the reaction product. The product is: [Cl:32][C:19]1[C:20]([NH:22][C:23]2[CH:31]=[CH:30][CH:29]=[C:28]3[C:24]=2[CH:25]=[N:26][NH:27]3)=[N:21][C:16]([NH:1][C:2]2[CH:3]=[CH:4][C:5]3[N:11]([CH3:12])[C:10](=[O:13])[O:9][CH2:8][CH2:7][C:6]=3[CH:14]=2)=[N:17][CH:18]=1. (9) Given the reactants [CH:1]1([C:4]2[NH:8][C:7]3[C:9]([O:25]C)=[CH:10][CH:11]=[C:12]([NH:13][C:14](=[O:24])[CH2:15][C:16]4[CH:21]=[CH:20][C:19]([O:22]C)=[CH:18][CH:17]=4)[C:6]=3[N:5]=2)[CH2:3][CH2:2]1.B(Br)(Br)Br.[NH4+].[OH-], predict the reaction product. The product is: [CH:1]1([C:4]2[NH:8][C:7]3[C:9]([OH:25])=[CH:10][CH:11]=[C:12]([NH:13][C:14](=[O:24])[CH2:15][C:16]4[CH:17]=[CH:18][C:19]([OH:22])=[CH:20][CH:21]=4)[C:6]=3[N:5]=2)[CH2:3][CH2:2]1.